From a dataset of Full USPTO retrosynthesis dataset with 1.9M reactions from patents (1976-2016). Predict the reactants needed to synthesize the given product. (1) The reactants are: C(OC(=O)[NH:10][CH:11]([C:24](=[O:44])[N:25]([CH2:34][C:35]1[C:40]2[N:41]=[CH:42][S:43][C:39]=2[CH:38]=[CH:37][CH:36]=1)[CH2:26][CH:27]([O:31][CH2:32][CH3:33])[O:28][CH2:29][CH3:30])[CH2:12][C:13]1[CH:18]=[CH:17][C:16]([O:19][C:20]([CH3:23])([CH3:22])[CH3:21])=[CH:15][CH:14]=1)C1C=CC=CC=1. Given the product [NH2:10][CH:11]([CH2:12][C:13]1[CH:14]=[CH:15][C:16]([O:19][C:20]([CH3:22])([CH3:21])[CH3:23])=[CH:17][CH:18]=1)[C:24]([N:25]([CH2:34][C:35]1[C:40]2[N:41]=[CH:42][S:43][C:39]=2[CH:38]=[CH:37][CH:36]=1)[CH2:26][CH:27]([O:31][CH2:32][CH3:33])[O:28][CH2:29][CH3:30])=[O:44], predict the reactants needed to synthesize it. (2) Given the product [ClH:24].[F:23][C:2]([F:1])([F:22])[C@@H:3]([O:21][C:32](=[O:33])[NH:31][C:28]1[CH:29]=[CH:30][C:25]([Cl:24])=[CH:26][CH:27]=1)[CH2:4][N:5]1[CH2:10][CH2:9][CH2:8][CH:7]([C:11]2[CH:16]=[CH:15][CH:14]=[C:13]([S:17]([CH3:20])(=[O:19])=[O:18])[CH:12]=2)[CH2:6]1, predict the reactants needed to synthesize it. The reactants are: [F:1][C:2]([F:23])([F:22])[C@@H:3]([OH:21])[CH2:4][N:5]1[CH2:10][CH2:9][CH2:8][CH:7]([C:11]2[CH:16]=[CH:15][CH:14]=[C:13]([S:17]([CH3:20])(=[O:19])=[O:18])[CH:12]=2)[CH2:6]1.[Cl:24][C:25]1[CH:30]=[CH:29][C:28]([N:31]=[C:32]=[O:33])=[CH:27][CH:26]=1. (3) The reactants are: [CH3:1][C:2]1[C:20]([CH2:21][CH2:22][C:23]([OH:25])=[O:24])=[C:19]2[NH:26][C:3]=1[CH:4]=[C:5]1[N:9]=[C:8]([CH:10]=[C:11]3[C:36]([CH3:37])=[C:35]([CH:38]=[CH2:39])[C:13](=[CH:14][C:15]4[C:28]([CH3:29])=[C:27]([CH2:30][CH2:31][C:32]([OH:34])=[O:33])[C:17](=[CH:18]2)[N:16]=4)[NH:12]3)[C:7]([CH:40]=[CH2:41])=[C:6]1[CH3:42].CC(O)COC(C(C)=C)=O.CC[N+](CC)(CC)CC.CCN=C=NCCCN(C)C. Given the product [CH3:29][C:28]1[C:27]([CH2:30][CH2:31][C:32]([OH:34])=[O:33])=[C:17]2[NH:16][C:15]=1[CH:14]=[C:13]1[C:35]([CH:38]=[CH2:39])=[C:36]([CH3:37])[C:11]([CH:10]=[C:8]3[C:7]([CH:40]=[CH2:41])=[C:6]([CH3:42])[C:5](=[CH:4][C:3]4[C:2]([CH3:1])=[C:20]([CH2:21][CH2:22][C:23]([OH:25])=[O:24])[C:19](=[CH:18]2)[N:26]=4)[NH:9]3)=[N:12]1, predict the reactants needed to synthesize it. (4) Given the product [OH:1][CH:2]([CH:16]1[CH2:20][CH2:19][S:18][C:17]1=[O:21])[C:3]1[CH:8]=[CH:7][C:6]([CH:9]([CH3:15])[C:10]([OH:12])=[O:11])=[CH:5][CH:4]=1, predict the reactants needed to synthesize it. The reactants are: [OH:1][CH:2]([CH:16]1[CH2:20][CH2:19][S:18][C:17]1=[O:21])[C:3]1[CH:8]=[CH:7][C:6]([CH:9]([CH3:15])[C:10]([O:12]CC)=[O:11])=[CH:5][CH:4]=1.S(=O)(=O)(O)O.O. (5) Given the product [Br:1][CH2:2][C:3]([NH:6][C:7]1[N:8]=[N:9][C:10]([CH3:13])=[CH:11][CH:12]=1)=[O:4], predict the reactants needed to synthesize it. The reactants are: [Br:1][CH2:2][C:3](Br)=[O:4].[NH2:6][C:7]1[N:8]=[N:9][C:10]([CH3:13])=[CH:11][CH:12]=1.C(N(CC)CC)C. (6) The reactants are: [C:1]1([CH:7]([C:27]2[CH:32]=[CH:31][CH:30]=[CH:29][CH:28]=2)[N:8]2[C:16]3[C:11](=[CH:12][CH:13]=[CH:14][CH:15]=3)[CH:10]([C:17]3[CH:22]=[CH:21][C:20]([O:23][CH3:24])=[CH:19][C:18]=3[OH:25])[C:9]2=[O:26])[CH:6]=[CH:5][CH:4]=[CH:3][CH:2]=1.[C:33]1(C(C2C=CC=CC=2)N2C3C(=CC=CC=3)C(C3C=C(C)C(OC)=CC=3O)C2=O)C=CC=CC=1. Given the product [C:27]1([CH:7]([C:1]2[CH:2]=[CH:3][CH:4]=[CH:5][CH:6]=2)[N:8]2[C:16]3[C:11](=[CH:12][CH:13]=[CH:14][CH:15]=3)[C:10]3([C:17]4[CH:22]=[CH:21][C:20]([O:23][CH3:24])=[CH:19][C:18]=4[O:25][CH2:33]3)[C:9]2=[O:26])[CH:32]=[CH:31][CH:30]=[CH:29][CH:28]=1, predict the reactants needed to synthesize it. (7) Given the product [C:15]([O:14][C:12]([N:19]1[CH2:24][CH2:23][CH:22]([NH:1][C:2]2[CH:7]=[CH:6][CH:5]=[CH:4][C:3]=2[C:8]([F:9])([F:10])[F:11])[CH2:21][CH2:20]1)=[O:13])([CH3:18])([CH3:16])[CH3:17], predict the reactants needed to synthesize it. The reactants are: [NH2:1][C:2]1[CH:7]=[CH:6][CH:5]=[CH:4][C:3]=1[C:8]([F:11])([F:10])[F:9].[C:12]([N:19]1[CH2:24][CH2:23][C:22](=O)[CH2:21][CH2:20]1)([O:14][C:15]([CH3:18])([CH3:17])[CH3:16])=[O:13].C([BH3-])#N.[Na+].[OH-].[Na+]. (8) Given the product [CH3:1][O:2][C:3]([C:5]1[N:13]=[CH:12][C:11]2[NH:10][C:9]3[N:14]=[CH:15][CH:16]=[C:17]([Cl:18])[C:8]=3[C:7]=2[CH:6]=1)=[O:4], predict the reactants needed to synthesize it. The reactants are: [CH3:1][O:2][C:3]([CH:5]1[NH:13][CH2:12][C:11]2[NH:10][C:9]3[N:14]=[CH:15][CH:16]=[C:17]([Cl:18])[C:8]=3[C:7]=2[CH2:6]1)=[O:4].[Se](=O)=O.